From a dataset of Cav3 T-type calcium channel HTS with 100,875 compounds. Binary Classification. Given a drug SMILES string, predict its activity (active/inactive) in a high-throughput screening assay against a specified biological target. (1) The molecule is s1c(nn2c(nnc12)c1cc(OC)c(OC)c(OC)c1)Cc1ccc(OC)cc1. The result is 0 (inactive). (2) The drug is n12c(n3c(ncc3)C)c(CCCCC)c(c(c1nc1c2cccc1)C#N)C. The result is 0 (inactive). (3) The result is 0 (inactive). The drug is O=C(c1c(N(C)C)cccc1)c1c(N(C)C)cccc1. (4) The molecule is Clc1cc(C2C3=C(N(C4=C2C(=O)CCC4)C)CCCC3=O)cc(OCC)c1O. The result is 0 (inactive).